Dataset: Peptide-MHC class II binding affinity with 134,281 pairs from IEDB. Task: Regression. Given a peptide amino acid sequence and an MHC pseudo amino acid sequence, predict their binding affinity value. This is MHC class II binding data. The peptide sequence is NSFKPFAEYKSDYVY. The MHC is HLA-DPA10103-DPB10401 with pseudo-sequence HLA-DPA10103-DPB10401. The binding affinity (normalized) is 0.329.